The task is: Regression. Given two drug SMILES strings and cell line genomic features, predict the synergy score measuring deviation from expected non-interaction effect.. This data is from NCI-60 drug combinations with 297,098 pairs across 59 cell lines. (1) Drug 2: CC1=C(C=C(C=C1)NC(=O)C2=CC=C(C=C2)CN3CCN(CC3)C)NC4=NC=CC(=N4)C5=CN=CC=C5. Cell line: SNB-75. Drug 1: CC(CN1CC(=O)NC(=O)C1)N2CC(=O)NC(=O)C2. Synergy scores: CSS=-0.358, Synergy_ZIP=-0.944, Synergy_Bliss=-2.06, Synergy_Loewe=-2.31, Synergy_HSA=-2.14. (2) Drug 1: C1=CC(=CC=C1C#N)C(C2=CC=C(C=C2)C#N)N3C=NC=N3. Drug 2: CC1=C2C(C(=O)C3(C(CC4C(C3C(C(C2(C)C)(CC1OC(=O)C(C(C5=CC=CC=C5)NC(=O)OC(C)(C)C)O)O)OC(=O)C6=CC=CC=C6)(CO4)OC(=O)C)O)C)O. Cell line: SW-620. Synergy scores: CSS=-1.33, Synergy_ZIP=1.21, Synergy_Bliss=0.568, Synergy_Loewe=-4.02, Synergy_HSA=-2.87. (3) Drug 1: CNC(=O)C1=CC=CC=C1SC2=CC3=C(C=C2)C(=NN3)C=CC4=CC=CC=N4. Drug 2: C1=CC(=C2C(=C1NCCNCCO)C(=O)C3=C(C=CC(=C3C2=O)O)O)NCCNCCO. Cell line: 786-0. Synergy scores: CSS=60.3, Synergy_ZIP=8.68, Synergy_Bliss=7.62, Synergy_Loewe=-21.1, Synergy_HSA=7.43. (4) Drug 1: C1=NC2=C(N=C(N=C2N1C3C(C(C(O3)CO)O)O)F)N. Drug 2: CCCCCOC(=O)NC1=NC(=O)N(C=C1F)C2C(C(C(O2)C)O)O. Cell line: MDA-MB-435. Synergy scores: CSS=7.21, Synergy_ZIP=-1.00, Synergy_Bliss=1.21, Synergy_Loewe=1.97, Synergy_HSA=2.16. (5) Drug 1: CC1C(C(=O)NC(C(=O)N2CCCC2C(=O)N(CC(=O)N(C(C(=O)O1)C(C)C)C)C)C(C)C)NC(=O)C3=C4C(=C(C=C3)C)OC5=C(C(=O)C(=C(C5=N4)C(=O)NC6C(OC(=O)C(N(C(=O)CN(C(=O)C7CCCN7C(=O)C(NC6=O)C(C)C)C)C)C(C)C)C)N)C. Drug 2: CC1=C(C(CCC1)(C)C)C=CC(=CC=CC(=CC(=O)O)C)C. Cell line: HOP-92. Synergy scores: CSS=32.0, Synergy_ZIP=1.42, Synergy_Bliss=3.64, Synergy_Loewe=-8.19, Synergy_HSA=7.60.